Predict which catalyst facilitates the given reaction. From a dataset of Catalyst prediction with 721,799 reactions and 888 catalyst types from USPTO. (1) Reactant: [C:1]1([CH2:7][N:8]2[CH2:13][CH2:12][N:11]([CH2:14][C:15]3[CH:20]=[CH:19][CH:18]=[CH:17][CH:16]=3)[CH2:10][CH:9]2[C:21](OCC2C=CC=CC=2)=[O:22])[CH:6]=[CH:5][CH:4]=[CH:3][CH:2]=1.[H-].[H-].[H-].[H-].[Li+].[Al+3]. Product: [C:1]1([CH2:7][N:8]2[CH2:13][CH2:12][N:11]([CH2:14][C:15]3[CH:20]=[CH:19][CH:18]=[CH:17][CH:16]=3)[CH2:10][CH:9]2[CH2:21][OH:22])[CH:2]=[CH:3][CH:4]=[CH:5][CH:6]=1. The catalyst class is: 1. (2) Product: [CH3:35][N:36]([CH3:42])[C@H:37]1[CH2:41][CH2:40][N:39]([C:6]2[C:7]([C:22]3[CH:27]=[CH:26][CH:25]=[CH:24][CH:23]=3)=[C:8]([CH3:21])[C:9]([C:19]#[N:20])=[C:10]3[C:14]=2[O:13][C:12]([C:15]([F:18])([CH3:17])[CH3:16])=[N:11]3)[CH2:38]1. The catalyst class is: 170. Reactant: CS(C)=O.F[C:6]1[C:7]([C:22]2[CH:27]=[CH:26][CH:25]=[CH:24][CH:23]=2)=[C:8]([CH3:21])[C:9]([C:19]#[N:20])=[C:10]2[C:14]=1[O:13][C:12]([C:15]([F:18])([CH3:17])[CH3:16])=[N:11]2.C(N(CC)CC)C.[CH3:35][N:36]([CH3:42])[C@H:37]1[CH2:41][CH2:40][NH:39][CH2:38]1. (3) Reactant: [NH2:1][C:2]1[C:3]([C:29]([F:32])([F:31])[F:30])=[N:4][C:5]2[C:10]([C:11]=1[NH:12][CH2:13][CH2:14][CH:15]1[CH2:20][CH2:19][N:18]([C:21]([O:23][C:24]([CH3:27])([CH3:26])[CH3:25])=[O:22])[CH2:17][CH2:16]1)=[CH:9][C:8]([CH3:28])=[CH:7][CH:6]=2.C(N(CC)CC)C.[I:40][C:41]1[CH:49]=[CH:48][C:44]([C:45](Cl)=O)=[CH:43][CH:42]=1. Product: [I:40][C:41]1[CH:49]=[CH:48][C:44]([C:45]2[N:12]([CH2:13][CH2:14][CH:15]3[CH2:20][CH2:19][N:18]([C:21]([O:23][C:24]([CH3:25])([CH3:26])[CH3:27])=[O:22])[CH2:17][CH2:16]3)[C:11]3[C:10]4[CH:9]=[C:8]([CH3:28])[CH:7]=[CH:6][C:5]=4[N:4]=[C:3]([C:29]([F:32])([F:31])[F:30])[C:2]=3[N:1]=2)=[CH:43][CH:42]=1. The catalyst class is: 11. (4) Reactant: [C:12]([O:11][C:9](O[C:9]([O:11][C:12]([CH3:15])([CH3:14])[CH3:13])=[O:10])=[O:10])([CH3:15])([CH3:14])[CH3:13].[Br:16][C:17]1[CH:18]=[CH:19][C:20]2[C:26](=[O:27])[CH2:25][CH2:24][CH2:23][NH:22][C:21]=2[CH:28]=1.C(N(CC)C(C)C)(C)C. Product: [Br:16][C:17]1[CH:18]=[CH:19][C:20]2[C:26](=[O:27])[CH2:25][CH2:24][CH2:23][N:22]([C:9]([O:11][C:12]([CH3:13])([CH3:14])[CH3:15])=[O:10])[C:21]=2[CH:28]=1. The catalyst class is: 119. (5) Reactant: [CH3:1][N:2]1[C:11](=[O:12])[C:10]2[C:5](=[CH:6][CH:7]=[CH:8][CH:9]=2)[N:4]=[C:3]1[CH:13]([NH:15][CH:16]1[CH2:21][CH2:20][NH:19][CH2:18][CH2:17]1)[CH3:14].C(N(CC)CC)C.[CH3:29][O:30][C:31]1[CH:36]=[CH:35][C:34]([S:37](Cl)(=[O:39])=[O:38])=[CH:33][CH:32]=1.ClCCl. Product: [CH3:29][O:30][C:31]1[CH:32]=[CH:33][C:34]([S:37]([N:19]2[CH2:20][CH2:21][CH:16]([NH:15][CH:13]([C:3]3[N:2]([CH3:1])[C:11](=[O:12])[C:10]4[C:5](=[CH:6][CH:7]=[CH:8][CH:9]=4)[N:4]=3)[CH3:14])[CH2:17][CH2:18]2)(=[O:39])=[O:38])=[CH:35][CH:36]=1. The catalyst class is: 38. (6) Reactant: [ClH:1].[CH2:2]([O:9][C:10]1[CH:15]=[CH:14][C:13]([C:16]2[CH:21]=[CH:20][CH:19]=[C:18]([CH2:22][CH:23]([NH:29]C(OC(C)(C)C)=O)[CH2:24][C:25]([O:27][CH3:28])=[O:26])[CH:17]=2)=[CH:12][C:11]=1[CH2:37][C@H:38]([NH:48][C:49]([O:51][CH2:52][C:53]1[CH:58]=[CH:57][CH:56]=[CH:55][CH:54]=1)=[O:50])[C:39](=[O:47])[O:40][CH2:41][CH2:42][Si:43]([CH3:46])([CH3:45])[CH3:44])[C:3]1[CH:8]=[CH:7][CH:6]=[CH:5][CH:4]=1. Product: [ClH:1].[NH2:29][CH:23]([CH2:22][C:18]1[CH:17]=[C:16]([C:13]2[CH:14]=[CH:15][C:10]([O:9][CH2:2][C:3]3[CH:8]=[CH:7][CH:6]=[CH:5][CH:4]=3)=[C:11]([CH2:37][C@H:38]([NH:48][C:49]([O:51][CH2:52][C:53]3[CH:54]=[CH:55][CH:56]=[CH:57][CH:58]=3)=[O:50])[C:39](=[O:47])[O:40][CH2:41][CH2:42][Si:43]([CH3:44])([CH3:46])[CH3:45])[CH:12]=2)[CH:21]=[CH:20][CH:19]=1)[CH2:24][C:25]([O:27][CH3:28])=[O:26]. The catalyst class is: 12. (7) Reactant: [Br:1][C:2]1[C:3](Cl)=[N:4][CH:5]=[C:6]([O:8][CH3:9])[CH:7]=1.[CH3:11][C:12]1[CH:13]=[CH:14][C:15]([NH:18][C:19]2[CH:24]=[CH:23][C:22]([OH:25])=[CH:21][CH:20]=2)=[N:16][CH:17]=1.C(=O)([O-])[O-].[Cs+].[Cs+]. Product: [Br:1][C:2]1[C:3]([O:25][C:22]2[CH:21]=[CH:20][C:19]([NH:18][C:15]3[CH:14]=[CH:13][C:12]([CH3:11])=[CH:17][N:16]=3)=[CH:24][CH:23]=2)=[N:4][CH:5]=[C:6]([O:8][CH3:9])[CH:7]=1. The catalyst class is: 179.